Dataset: Forward reaction prediction with 1.9M reactions from USPTO patents (1976-2016). Task: Predict the product of the given reaction. (1) Given the reactants [H-].[Na+].[F:3][C:4]([F:23])([F:22])[C:5]1[CH:10]=[CH:9][C:8]([C:11]2[C:12](=[O:21])[NH:13][C:14]3([CH2:20][CH2:19][CH2:18][CH2:17][CH2:16]3)[N:15]=2)=[CH:7][CH:6]=1.Br[CH2:25][C:26]([O:28][CH2:29][CH3:30])=[O:27].O, predict the reaction product. The product is: [O:21]=[C:12]1[C:11]([C:8]2[CH:7]=[CH:6][C:5]([C:4]([F:3])([F:22])[F:23])=[CH:10][CH:9]=2)=[N:15][C:14]2([CH2:20][CH2:19][CH2:18][CH2:17][CH2:16]2)[N:13]1[CH2:25][C:26]([O:28][CH2:29][CH3:30])=[O:27]. (2) Given the reactants [C:1]1([CH:7]([CH:10]=O)[CH:8]=O)[CH:6]=[CH:5][CH:4]=[CH:3][CH:2]=1.[CH3:12][NH:13][NH2:14], predict the reaction product. The product is: [CH3:12][N:13]1[CH:10]=[C:7]([C:1]2[CH:6]=[CH:5][CH:4]=[CH:3][CH:2]=2)[CH:8]=[N:14]1.